This data is from Retrosynthesis with 50K atom-mapped reactions and 10 reaction types from USPTO. The task is: Predict the reactants needed to synthesize the given product. (1) Given the product COC(=O)[C@@H]1C[C@@]2(CC(=O)N(c3cccc(Cl)c3)C2)CN1C(=O)[C@@H](N)C(C)(C)C, predict the reactants needed to synthesize it. The reactants are: COC(=O)[C@@H]1C[C@@]2(CC(=O)N(c3cccc(Cl)c3)C2)CN1C(=O)[C@@H](NC(=O)OC(C)(C)C)C(C)(C)C. (2) Given the product O=C(c1ccccc1)c1ccc(F)c([N+](=O)[O-])c1, predict the reactants needed to synthesize it. The reactants are: O=C(Cl)c1ccc(F)c([N+](=O)[O-])c1.c1ccccc1. (3) Given the product Cc1cc(C)n(CC(=O)N2CCN(c3ccccc3[N+](=O)[O-])CC2)n1, predict the reactants needed to synthesize it. The reactants are: Cc1cc(C)n(CC(=O)O)n1.O=[N+]([O-])c1ccccc1N1CCNCC1. (4) Given the product COC(=O)CCCCCOc1ccc(N)cc1, predict the reactants needed to synthesize it. The reactants are: COC(=O)CCCCCOc1ccc([N+](=O)[O-])cc1. (5) Given the product O=C(Cc1ccccn1)N1CCc2cc([N+](=O)[O-])ccc21, predict the reactants needed to synthesize it. The reactants are: O=C(O)Cc1ccccn1.O=[N+]([O-])c1ccc2c(c1)CCN2. (6) Given the product O=C(O)C(F)(F)F, predict the reactants needed to synthesize it. The reactants are: CC(C)(C)CC1NC(C(=O)OC(C)(C)C)C(c2cccc(Br)c2F)C12C(=O)Nc1cc(Cl)ccc12.